From a dataset of Full USPTO retrosynthesis dataset with 1.9M reactions from patents (1976-2016). Predict the reactants needed to synthesize the given product. (1) Given the product [CH2:45]([O:44][C:42](=[O:43])[CH2:41][O:21][C:18]1[CH:19]=[CH:20][C:15]([N:10]2[C:11]([CH3:14])=[C:12]([Cl:13])[C:8]([C:6](=[O:7])[N:5]([CH2:1][CH2:2][CH2:3][CH3:4])[CH2:36][CH2:37][CH2:38][CH3:39])=[N:9]2)=[C:16]([C:22]([N:24]2[C@H:33]([CH2:34][OH:35])[CH2:32][C:31]3[C:26](=[CH:27][CH:28]=[CH:29][CH:30]=3)[CH2:25]2)=[O:23])[CH:17]=1)[CH3:46], predict the reactants needed to synthesize it. The reactants are: [CH2:1]([N:5]([CH2:36][CH2:37][CH2:38][CH3:39])[C:6]([C:8]1[C:12]([Cl:13])=[C:11]([CH3:14])[N:10]([C:15]2[CH:20]=[CH:19][C:18]([OH:21])=[CH:17][C:16]=2[C:22]([N:24]2[C@H:33]([CH2:34][OH:35])[CH2:32][C:31]3[C:26](=[CH:27][CH:28]=[CH:29][CH:30]=3)[CH2:25]2)=[O:23])[N:9]=1)=[O:7])[CH2:2][CH2:3][CH3:4].I[CH2:41][C:42]([O:44][CH2:45][CH3:46])=[O:43].C(=O)([O-])[O-].[K+].[K+]. (2) The reactants are: [OH:1][C:2]1[CH:10]=[C:9]2[C:5]([C:6]([CH2:20][N:21]([CH3:29])[C:22](=[O:28])[O:23][C:24]([CH3:27])([CH3:26])[CH3:25])=[CH:7][N:8]2[S:11]([C:14]2[CH:15]=[N:16][CH:17]=[CH:18][CH:19]=2)(=[O:13])=[O:12])=[CH:4][CH:3]=1.C(=O)([O-])[O-].[Cs+].[Cs+].[Cl:36][C:37]1[CH:42]=[CH:41][C:40]([N+:43]([O-:45])=[O:44])=[C:39](F)[CH:38]=1.O. Given the product [Cl:36][C:37]1[CH:38]=[CH:39][C:40]([N+:43]([O-:45])=[O:44])=[C:41]([CH:42]=1)[O:1][C:2]1[CH:10]=[C:9]2[C:5]([C:6]([CH2:20][N:21]([CH3:29])[C:22](=[O:28])[O:23][C:24]([CH3:25])([CH3:26])[CH3:27])=[CH:7][N:8]2[S:11]([C:14]2[CH:15]=[N:16][CH:17]=[CH:18][CH:19]=2)(=[O:12])=[O:13])=[CH:4][CH:3]=1, predict the reactants needed to synthesize it. (3) Given the product [Cl:1][C:2]1[CH:3]=[C:4]([CH:24]=[CH:25][C:26]=1[O:27][C:28]([F:31])([F:29])[F:30])[O:5][C:6]1[CH:15]=[CH:14][C:9]([C:10]([OH:12])=[O:11])=[CH:8][C:7]=1[C:16]1[C:17]([O:22][CH3:23])=[N:18][CH:19]=[CH:20][CH:21]=1, predict the reactants needed to synthesize it. The reactants are: [Cl:1][C:2]1[CH:3]=[C:4]([CH:24]=[CH:25][C:26]=1[O:27][C:28]([F:31])([F:30])[F:29])[O:5][C:6]1[CH:15]=[CH:14][C:9]([C:10]([O:12]C)=[O:11])=[CH:8][C:7]=1[C:16]1[C:17]([O:22][CH3:23])=[N:18][CH:19]=[CH:20][CH:21]=1.O.[OH-].[Li+].Cl. (4) Given the product [Cl:1][C:2]1[C:3]([O:12][C:13]2[CH:18]=[C:17]([O:19][CH2:20][CH2:21][O:22][Si:23]([CH:24]([CH3:26])[CH3:25])([CH:30]([CH3:31])[CH3:32])[CH:27]([CH3:29])[CH3:28])[CH:16]=[CH:15][C:14]=2[CH2:33][CH2:34][CH2:35][OH:36])=[N:4][CH:5]=[C:6]([C:8]([F:11])([F:9])[F:10])[CH:7]=1, predict the reactants needed to synthesize it. The reactants are: [Cl:1][C:2]1[C:3]([O:12][C:13]2[CH:18]=[C:17]([O:19][CH2:20][CH2:21][O:22][Si:23]([CH:30]([CH3:32])[CH3:31])([CH:27]([CH3:29])[CH3:28])[CH:24]([CH3:26])[CH3:25])[CH:16]=[CH:15][C:14]=2[CH2:33][CH2:34][C:35](OCC)=[O:36])=[N:4][CH:5]=[C:6]([C:8]([F:11])([F:10])[F:9])[CH:7]=1.[H-].C([Al+]CC(C)C)C(C)C. (5) Given the product [CH3:1][O:2][C:5]1[CH:14]=[CH:13][C:12]([N+:15]([O-:17])=[O:16])=[CH:11][C:6]=1[C:7]([NH:9][CH3:10])=[O:8], predict the reactants needed to synthesize it. The reactants are: [CH3:1][O-:2].[Na+].Cl[C:5]1[CH:14]=[CH:13][C:12]([N+:15]([O-:17])=[O:16])=[CH:11][C:6]=1[C:7]([NH:9][CH3:10])=[O:8].